From a dataset of Reaction yield outcomes from USPTO patents with 853,638 reactions. Predict the reaction yield, written as a fraction of the theoretical maximum amount of product (1.0 means a 100% yield; for example, 0.34 means a 34% yield). The reactants are [CH:1]([NH:4][C:5]1[CH:6]=[C:7]([CH:13]=[C:14]([CH3:16])[N:15]=1)[C:8]([O:10]CC)=[O:9])([CH3:3])[CH3:2]. The catalyst is Cl. The product is [CH:1]([NH:4][C:5]1[CH:6]=[C:7]([CH:13]=[C:14]([CH3:16])[N:15]=1)[C:8]([OH:10])=[O:9])([CH3:3])[CH3:2]. The yield is 0.770.